This data is from Reaction yield outcomes from USPTO patents with 853,638 reactions. The task is: Predict the reaction yield, written as a fraction of the theoretical maximum amount of product (1.0 means a 100% yield; for example, 0.34 means a 34% yield). (1) The reactants are Br[C:2]1[CH:3]=[CH:4][C:5]([F:8])=[N:6][CH:7]=1.C([Sn](CCCC)(CCCC)[C:14]1[S:15][CH:16]=[CH:17][N:18]=1)CCC. The catalyst is CN(C=O)C.Cl[Pd](Cl)([P](C1C=CC=CC=1)(C1C=CC=CC=1)C1C=CC=CC=1)[P](C1C=CC=CC=1)(C1C=CC=CC=1)C1C=CC=CC=1. The product is [F:8][C:5]1[N:6]=[CH:7][C:2]([C:14]2[S:15][CH:16]=[CH:17][N:18]=2)=[CH:3][CH:4]=1. The yield is 0.800. (2) The reactants are [Br:1][C:2]1[NH:6][CH:5]=[C:4]([CH2:7][N:8]([CH3:16])[C:9](=[O:15])[O:10][C:11]([CH3:14])([CH3:13])[CH3:12])[CH:3]=1.[H-].[Na+].C1OCCOCCOCCOCCOC1.[CH3:34][C:35]1[N:40]=[CH:39][C:38]([S:41](Cl)(=[O:43])=[O:42])=[CH:37][CH:36]=1. The catalyst is O1CCCC1.O. The product is [C:11]([O:10][C:9](=[O:15])[N:8]([CH2:7][C:4]1[CH:3]=[C:2]([Br:1])[N:6]([S:41]([C:38]2[CH:39]=[N:40][C:35]([CH3:34])=[CH:36][CH:37]=2)(=[O:43])=[O:42])[CH:5]=1)[CH3:16])([CH3:12])([CH3:13])[CH3:14]. The yield is 0.790.